Regression. Given a peptide amino acid sequence and an MHC pseudo amino acid sequence, predict their binding affinity value. This is MHC class II binding data. From a dataset of Peptide-MHC class II binding affinity with 134,281 pairs from IEDB. (1) The peptide sequence is SAMVYSSDDIPPR. The MHC is DRB1_0401 with pseudo-sequence DRB1_0401. The binding affinity (normalized) is 0.127. (2) The peptide sequence is QDPKNVYQRGTHPFS. The MHC is DRB3_0202 with pseudo-sequence DRB3_0202. The binding affinity (normalized) is 0.733.